This data is from Forward reaction prediction with 1.9M reactions from USPTO patents (1976-2016). The task is: Predict the product of the given reaction. The product is: [C:1]([O:5][C:6](=[O:20])[NH:7][C:8]1[CH:13]=[C:12]([CH3:14])[C:11]([C:15]([F:18])([F:17])[F:16])=[CH:10][C:9]=1[NH:19][C:26](=[O:25])[CH2:27][C:28]([C:30]1[CH:35]=[CH:34][CH:33]=[C:32]([C:36]2[O:40][N:39]=[C:38]([CH3:41])[CH:37]=2)[CH:31]=1)=[O:29])([CH3:4])([CH3:2])[CH3:3]. Given the reactants [C:1]([O:5][C:6](=[O:20])[NH:7][C:8]1[CH:13]=[C:12]([CH3:14])[C:11]([C:15]([F:18])([F:17])[F:16])=[CH:10][C:9]=1[NH2:19])([CH3:4])([CH3:3])[CH3:2].C([O:25][C:26](=O)[CH2:27][C:28]([C:30]1[CH:35]=[CH:34][CH:33]=[C:32]([C:36]2[O:40][N:39]=[C:38]([CH3:41])[CH:37]=2)[CH:31]=1)=[O:29])(C)(C)C, predict the reaction product.